From a dataset of Reaction yield outcomes from USPTO patents with 853,638 reactions. Predict the reaction yield, written as a fraction of the theoretical maximum amount of product (1.0 means a 100% yield; for example, 0.34 means a 34% yield). (1) The reactants are C([O:3][C:4](=[O:31])[CH2:5][C:6]1[CH:11]=[CH:10][C:9]([O:12][CH2:13][CH:14]=[C:15]([C:23]2[CH:28]=[CH:27][C:26]([Br:29])=[CH:25][CH:24]=2)[C:16]2[CH:21]=[CH:20][C:19]([Br:22])=[CH:18][CH:17]=2)=[C:8]([Cl:30])[CH:7]=1)C.[OH-].[Na+]. The catalyst is C1COCC1.C(O)C. The product is [Br:22][C:19]1[CH:18]=[CH:17][C:16]([C:15]([C:23]2[CH:24]=[CH:25][C:26]([Br:29])=[CH:27][CH:28]=2)=[CH:14][CH2:13][O:12][C:9]2[CH:10]=[CH:11][C:6]([CH2:5][C:4]([OH:31])=[O:3])=[CH:7][C:8]=2[Cl:30])=[CH:21][CH:20]=1. The yield is 0.820. (2) The reactants are [CH3:1][NH:2][C:3]1[CH:8]=[CH:7][C:6]([N+:9]([O-:11])=[O:10])=[CH:5][CH:4]=1.[Br:12]Br.C([O-])(O)=O.[Na+]. The catalyst is CC(O)=O.C(Cl)(Cl)Cl. The product is [Br:12][C:4]1[CH:5]=[C:6]([N+:9]([O-:11])=[O:10])[CH:7]=[CH:8][C:3]=1[NH:2][CH3:1].[Br:12][C:4]1[CH:5]=[C:6]([N+:9]([O-:11])=[O:10])[CH:7]=[CH:8][C:3]=1[NH:2][CH3:1]. The yield is 0.990. (3) The yield is 0.600. The product is [NH2:9][C:10]1[C:19]([I:1])=[C:18]([C:20]2[N:24]([CH3:25])[N:23]=[N:22][C:21]=2[CH3:26])[CH:17]=[C:16]2[C:11]=1[CH2:12][CH2:13][NH:14][C:15]2=[O:27]. The reactants are [I:1]N1C(=O)CCC1=O.[NH2:9][C:10]1[CH:19]=[C:18]([C:20]2[N:24]([CH3:25])[N:23]=[N:22][C:21]=2[CH3:26])[CH:17]=[C:16]2[C:11]=1[CH2:12][CH2:13][NH:14][C:15]2=[O:27].ClCCl.CO. The catalyst is C(O)(=O)C. (4) The reactants are [NH:1]1[CH:8]=[CH:7][C:5](=[O:6])[NH:4][C:2]1=[O:3].[O-]P([O-])([O-])=O.[K+].[K+].[K+].C(C1C=CC=CC=1NC(=O)C1C=CC=CN=1)#N.[C:34]([C:38]1[CH:43]=[C:42](I)[CH:41]=[C:40]([I:45])[C:39]=1[O:46][CH3:47])([CH3:37])([CH3:36])[CH3:35]. The catalyst is CS(C)=O.[Cu]I.CC#N. The product is [C:34]([C:38]1[CH:43]=[C:42]([N:1]2[CH:8]=[CH:7][C:5](=[O:6])[NH:4][C:2]2=[O:3])[CH:41]=[C:40]([I:45])[C:39]=1[O:46][CH3:47])([CH3:37])([CH3:35])[CH3:36]. The yield is 0.700. (5) The reactants are Br[C:2]1[CH:3]=[C:4]([NH:17][S:18]([CH2:21][CH3:22])(=[O:20])=[O:19])[CH:5]=[CH:6][C:7]=1[O:8][C:9]1[CH:14]=[CH:13][C:12]([F:15])=[CH:11][C:10]=1[F:16].[F:23][C:24]1[C:25](=[O:40])[N:26]([CH3:39])[CH:27]=[C:28](B2OC(C)(C)C(C)(C)O2)[CH:29]=1. The catalyst is O1CCOCC1.C(=O)(O)[O-].C1C=CC(P(C2C=CC=CC=2)[C-]2C=CC=C2)=CC=1.C1C=CC(P(C2C=CC=CC=2)[C-]2C=CC=C2)=CC=1.Cl[Pd]Cl.[Fe+2]. The product is [F:16][C:10]1[CH:11]=[C:12]([F:15])[CH:13]=[CH:14][C:9]=1[O:8][C:7]1[CH:6]=[CH:5][C:4]([NH:17][S:18]([CH2:21][CH3:22])(=[O:20])=[O:19])=[CH:3][C:2]=1[C:28]1[CH:29]=[C:24]([F:23])[C:25](=[O:40])[N:26]([CH3:39])[CH:27]=1. The yield is 0.270. (6) No catalyst specified. The reactants are Cl[CH2:2][C:3]([N:5]1[C:14]2[C:9](=[CH:10][CH:11]=[CH:12][CH:13]=2)[CH2:8][CH2:7][CH2:6]1)=[O:4].[C:15]1([N:21]2[CH:25]=[CH:24][N:23]=[C:22]2[SH:26])[CH:20]=[CH:19][CH:18]=[CH:17][CH:16]=1. The product is [N:5]1([C:3](=[O:4])[CH2:2][S:26][C:22]2[N:21]([C:15]3[CH:20]=[CH:19][CH:18]=[CH:17][CH:16]=3)[CH:25]=[CH:24][N:23]=2)[C:14]2[C:9](=[CH:10][CH:11]=[CH:12][CH:13]=2)[CH2:8][CH2:7][CH2:6]1. The yield is 0.690. (7) The reactants are [Br-].[CH2:2]([O:9][C:10]([CH2:12][N+:13]1[C:17]([CH3:18])=[C:16]([CH2:19][CH2:20][OH:21])[S:15][CH:14]=1)=[O:11])[C:3]1[CH:8]=[CH:7][CH:6]=[CH:5][CH:4]=1.[C:22]1(=[O:27])[CH2:26][CH2:25][CH:24]=[CH:23]1.C(N(CC)CC)C.C(OC(C)C)(=O)C. The catalyst is C(#N)C.[Cl-].[Na+].O. The product is [CH3:18][C:17]12[O:21][CH2:20][CH2:19][CH:16]1[S:15][CH:14]1[N:13]2[CH:12]([C:10]([O:9][CH2:2][C:3]2[CH:8]=[CH:7][CH:6]=[CH:5][CH:4]=2)=[O:11])[CH:24]2[CH2:25][CH2:26][C:22](=[O:27])[CH:23]12. The yield is 0.420. (8) The product is [CH:8]1([NH:11][CH2:2][C:3]([O:5][CH2:6][CH3:7])=[O:4])[CH2:10][CH2:9]1. The catalyst is CN(C=O)C.O. The reactants are Br[CH2:2][C:3]([O:5][CH2:6][CH3:7])=[O:4].[CH:8]1([NH2:11])[CH2:10][CH2:9]1.C([O-])([O-])=O.[K+].[K+]. The yield is 0.520. (9) The reactants are [CH3:1][C:2]1[O:6][N:5]=[C:4]([C:7]2[CH:12]=[CH:11][CH:10]=[CH:9][N:8]=2)[C:3]=1[CH2:13][O:14][C:15]1[CH:16]=[CH:17][C:18]([C:21]([OH:23])=O)=[N:19][CH:20]=1.F[B-](F)(F)F.N1(OC(N(C)C)=[N+](C)C)C2C=CC=CC=2N=N1.C(N(CC)C(C)C)(C)C.[NH2:55][CH:56]1[CH2:61][CH2:60][O:59][CH2:58][CH2:57]1. The catalyst is CN(C=O)C. The product is [O:59]1[CH2:60][CH2:61][CH:56]([NH:55][C:21]([C:18]2[CH:17]=[CH:16][C:15]([O:14][CH2:13][C:3]3[C:4]([C:7]4[CH:12]=[CH:11][CH:10]=[CH:9][N:8]=4)=[N:5][O:6][C:2]=3[CH3:1])=[CH:20][N:19]=2)=[O:23])[CH2:57][CH2:58]1. The yield is 0.760. (10) The reactants are [O:1]1[CH:5]=[CH:4][N:3]=[CH:2]1.Br[C:7]1[CH:12]=[CH:11][C:10]([O:13][CH3:14])=[CH:9][CH:8]=1. No catalyst specified. The product is [CH3:14][O:13][C:10]1[CH:11]=[CH:12][C:7]([C:2]2[O:1][CH:5]=[CH:4][N:3]=2)=[CH:8][CH:9]=1. The yield is 0.330.